Dataset: Forward reaction prediction with 1.9M reactions from USPTO patents (1976-2016). Task: Predict the product of the given reaction. (1) The product is: [CH3:61][O:63][C:16]1[C:2]([O:18][CH3:19])=[CH:3][C:4]2[C:13]3[C:8](=[N:9][CH:10]=[CH:11][CH:12]=3)[NH:7][C:6](=[O:14])[C:5]=2[CH:15]=1. Given the reactants Cl[C:2]1[CH:16]=[CH:15][C:5]2[C:6](=[O:14])[NH:7][C:8]3[C:13]([C:4]=2[CH:3]=1)=[CH:12][CH:11]=[CH:10][N:9]=3.C[O:18][C:19]1C=CC(N)=CC=1.C1(P(C2CCCCC2)C2C=CC=CC=2C2C(C(C)C)=CC(C(C)C)=CC=2C(C)C)CCCCC1.C[C:61](C)([O-:63])C.[Na+], predict the reaction product. (2) Given the reactants Br[C:2]1[CH:7]=[CH:6][CH:5]=[CH:4][C:3]=1[C:8]([N:10]1[CH2:13][C:12]([F:15])([F:14])[CH2:11]1)=[O:9].[CH3:16][C:17]1([CH3:33])[C:21]([CH3:23])([CH3:22])[O:20][B:19]([B:19]2[O:20][C:21]([CH3:23])([CH3:22])[C:17]([CH3:33])([CH3:16])[O:18]2)[O:18]1.C([O-])(=O)C.[K+], predict the reaction product. The product is: [F:14][C:12]1([F:15])[CH2:13][N:10]([C:8]([C:3]2[CH:4]=[CH:5][CH:6]=[CH:7][C:2]=2[B:19]2[O:20][C:21]([CH3:23])([CH3:22])[C:17]([CH3:33])([CH3:16])[O:18]2)=[O:9])[CH2:11]1. (3) Given the reactants [Cl:1][C:2]1[CH:15]=[C:14]([C:16]2[N:20]=[C:19]([C:21]3[N:22]=[C:23]4[C:28]([Cl:29])=[CH:27][C:26]([C:30]([F:33])([F:32])[F:31])=[CH:25][N:24]4[CH:34]=3)[O:18][N:17]=2)[C:13]([Cl:35])=[CH:12][C:3]=1[O:4][C@H:5]([CH3:11])[C:6](OCC)=[O:7].CC(C[AlH]CC(C)C)C, predict the reaction product. The product is: [Cl:1][C:2]1[CH:15]=[C:14]([C:16]2[N:20]=[C:19]([C:21]3[N:22]=[C:23]4[C:28]([Cl:29])=[CH:27][C:26]([C:30]([F:33])([F:31])[F:32])=[CH:25][N:24]4[CH:34]=3)[O:18][N:17]=2)[C:13]([Cl:35])=[CH:12][C:3]=1[O:4][C@H:5]([CH3:11])[CH2:6][OH:7]. (4) Given the reactants [CH3:1][CH:2]1[CH2:5][O:4][CH:3]1CO.[CH3:8][CH:9]([CH2:14][CH2:15][CH3:16])[C:10]([O:12][CH3:13])=[O:11].C[O-].[Na+].C(O)(=O)C.[Cl-].[Na+], predict the reaction product. The product is: [CH3:8][CH:9]([CH2:14][CH2:15][CH3:16])[C:10]([O:12][CH2:13][C:2]1([CH3:1])[CH2:3][O:4][CH2:5]1)=[O:11].